From a dataset of Forward reaction prediction with 1.9M reactions from USPTO patents (1976-2016). Predict the product of the given reaction. (1) Given the reactants Br[CH2:2][C:3]([C:5]1[C:14]2[C:9](=[CH:10][CH:11]=[C:12]([O:15][CH3:16])[N:13]=2)[N:8]=[CH:7][C:6]=1Cl)=O.[NH2:18][C:19](=[S:30])[CH2:20][CH2:21][NH:22][C:23](=[O:29])[O:24][C:25]([CH3:28])([CH3:27])[CH3:26].C(=O)(O)[O-].[Na+], predict the reaction product. The product is: [CH3:16][O:15][C:12]1[N:13]=[C:14]2[C:9](=[CH:10][CH:11]=1)[N:8]=[CH:7][CH:6]=[C:5]2[C:3]1[N:18]=[C:19]([CH2:20][CH2:21][NH:22][C:23](=[O:29])[O:24][C:25]([CH3:27])([CH3:26])[CH3:28])[S:30][CH:2]=1. (2) Given the reactants [F:1][C:2]1[CH:3]=[CH:4][C:5](B2OC(C)(C)C(C)(C)O2)=[C:6]2[C:10]=1[C@H:9]([O:11][C:12]1[CH:25]=[CH:24][C:15]3[C@H:16]([CH2:19][C:20]([O:22][CH3:23])=[O:21])[CH2:17][O:18][C:14]=3[CH:13]=1)[CH2:8][CH2:7]2.[F:35][C:36]1[CH:41]=[CH:40][CH:39]=[C:38](I)[C:37]=1[C:43]1[N:47]([CH3:48])[N:46]=[N:45][N:44]=1.[O-]P([O-])([O-])=O.[K+].[K+].[K+], predict the reaction product. The product is: [F:1][C:2]1[CH:3]=[CH:4][C:5]([C:38]2[CH:39]=[CH:40][CH:41]=[C:36]([F:35])[C:37]=2[C:43]2[N:47]([CH3:48])[N:46]=[N:45][N:44]=2)=[C:6]2[C:10]=1[C@H:9]([O:11][C:12]1[CH:25]=[CH:24][C:15]3[C@H:16]([CH2:19][C:20]([O:22][CH3:23])=[O:21])[CH2:17][O:18][C:14]=3[CH:13]=1)[CH2:8][CH2:7]2.